This data is from Reaction yield outcomes from USPTO patents with 853,638 reactions. The task is: Predict the reaction yield, written as a fraction of the theoretical maximum amount of product (1.0 means a 100% yield; for example, 0.34 means a 34% yield). (1) The reactants are [Br-].[F:2][CH2:3][CH2:4][N+:5]1[CH:10]=[CH:9][C:8]([C:11]2[CH:16]=[CH:15][C:14]([N+:17]([O-:19])=[O:18])=[C:13]([O:20][CH3:21])[CH:12]=2)=[CH:7][CH:6]=1.[BH4-].[Na+].CCOC(C)=O. The catalyst is CO. The product is [F:2][CH2:3][CH2:4][N:5]1[CH2:6][CH:7]=[C:8]([C:11]2[CH:16]=[CH:15][C:14]([N+:17]([O-:19])=[O:18])=[C:13]([O:20][CH3:21])[CH:12]=2)[CH2:9][CH2:10]1. The yield is 0.570. (2) The reactants are [C:1]([OH:7])([C:3]([F:6])([F:5])[F:4])=[O:2].[CH2:8]([Cl:10])[Cl:9]. No catalyst specified. The product is [C:1]([OH:7])([C:3]([F:6])([F:5])[F:4])=[O:2].[CH2:8]([Cl:10])[Cl:9]. The yield is 0.800. (3) The reactants are [Cl-].O[NH3+:3].[C:4](=[O:7])([O-:6])O.[Na+].CS(C)=O.[CH2:13]([C:17]1[N:18]=[C:19]([CH3:52])[N:20]([C:39]2[CH:40]=[C:41]([C:48]([O:50][CH3:51])=[O:49])[C:42]3[O:46][CH2:45][CH2:44][C:43]=3[CH:47]=2)[C:21](=[O:38])[C:22]=1[CH2:23][C:24]1[CH:29]=[CH:28][C:27]([C:30]2[CH:35]=[CH:34][CH:33]=[CH:32][C:31]=2[C:36]#[N:37])=[CH:26][CH:25]=1)[CH2:14][CH2:15][CH3:16]. The catalyst is O.C(OCC)(=O)C. The product is [CH2:13]([C:17]1[N:18]=[C:19]([CH3:52])[N:20]([C:39]2[CH:40]=[C:41]([C:48]([O:50][CH3:51])=[O:49])[C:42]3[O:46][CH2:45][CH2:44][C:43]=3[CH:47]=2)[C:21](=[O:38])[C:22]=1[CH2:23][C:24]1[CH:29]=[CH:28][C:27]([C:30]2[CH:35]=[CH:34][CH:33]=[CH:32][C:31]=2[C:36]2[NH:3][C:4](=[O:7])[O:6][N:37]=2)=[CH:26][CH:25]=1)[CH2:14][CH2:15][CH3:16]. The yield is 0.310. (4) The reactants are [CH2:1]([N:5]1[C:14]2[C:9](=[N:10][CH:11]=[C:12]([CH2:15][C:16]3[CH:21]=[CH:20][C:19]([F:22])=[CH:18][CH:17]=3)[CH:13]=2)[C:8]([OH:23])=[C:7]([C:24](OCC)=[O:25])[C:6]1=[O:29])[CH2:2][CH2:3][CH3:4].[NH2:30][CH2:31][C@H:32]([OH:34])[CH3:33]. No catalyst specified. The product is [CH2:1]([N:5]1[C:14]2[C:9](=[N:10][CH:11]=[C:12]([CH2:15][C:16]3[CH:21]=[CH:20][C:19]([F:22])=[CH:18][CH:17]=3)[CH:13]=2)[C:8]([OH:23])=[C:7]([C:24]([NH:30][CH2:31][C@H:32]([OH:34])[CH3:33])=[O:25])[C:6]1=[O:29])[CH2:2][CH2:3][CH3:4]. The yield is 0.630. (5) The product is [F:24][C:2]1([F:1])[CH2:6][N:5]([C:7]2[CH:12]=[CH:11][N:10]3[N:13]=[CH:14][C:15]([NH:16][C:30]([N:32]4[CH2:33][CH:34]([OH:42])[CH2:36]4)=[O:31])=[C:9]3[N:8]=2)[C@@H:4]([C:17]2[CH:22]=[CH:21][CH:20]=[C:19]([F:23])[CH:18]=2)[CH2:3]1. The reactants are [F:1][C:2]1([F:24])[CH2:6][N:5]([C:7]2[CH:12]=[CH:11][N:10]3[N:13]=[CH:14][C:15]([NH2:16])=[C:9]3[N:8]=2)[C@@H:4]([C:17]2[CH:22]=[CH:21][CH:20]=[C:19]([F:23])[CH:18]=2)[CH2:3]1.C1N=CN([C:30]([N:32]2[CH:36]=N[CH:34]=[CH:33]2)=[O:31])C=1.Cl.N1CC([OH:42])C1.CCN(C(C)C)C(C)C. The yield is 0.480. The catalyst is C(Cl)Cl.